This data is from Experimentally validated miRNA-target interactions with 360,000+ pairs, plus equal number of negative samples. The task is: Binary Classification. Given a miRNA mature sequence and a target amino acid sequence, predict their likelihood of interaction. (1) Result: 0 (no interaction). The protein sequence of the target gene is MILQAGTPETSLLRVLFLGLSTLAAFSRAQMELHVPPGLNKLEAVEGEEVVLPAWYTMAREESWSHPREVPILIWFLEQEGKEPNQVLSYINGVMTNKPGTALVHSISSRNVSLRLGALQEGDSGTYRCSVNVQNDEGKSIGHSIKSIELKVLVPPAPPSCSLQGVPYVGTNVTLNCKSPRSKPTAQYQWERLAPSSQVFFGPALDAVRGSLKLTNLSIAMSGVYVCKAQNRVGFAKCNVTLDVMTGSKAAVVAGAVVGTFVGLVLIAGLVLLYQRRSKTLEELANDIKEDAIAPRTLPW.... The miRNA is hsa-miR-5010-3p with sequence UUUUGUGUCUCCCAUUCCCCAG. (2) The miRNA is hsa-miR-548ah-3p with sequence CAAAAACUGCAGUUACUUUUGC. The protein sequence of the target gene is MAAENSKQFWKRSAKLPGSIQPVYGAQHPPLDPRLTKNFIKERSKVNTVPLKNKKASSFHEFARNTSDAWDIGDDEEEDFSSPSFQTLNSKVALATAAQVLENHSKLRVKPERSQSTTSDVPANYKVIKSSSDAQLSRNSSDTCLRNPLHKQQSLPLRPIIPLVARISDQNASGAPPMTVREKTRLEKFRQLLSSQNTDLDELRKCSWPGVPREVRPITWRLLSGYLPANTERRKLTLQRKREEYFGFIEQYYDSRNEEHHQDTYRQIHIDIPRTNPLIPLFQQPLVQEIFERILFIWAI.... Result: 1 (interaction). (3) The miRNA is hsa-miR-4789-3p with sequence CACACAUAGCAGGUGUAUAUA. The protein sequence of the target gene is MALPFQKELEKYKNIDEDELLGKLSEEELKQLENVLDDLDPESAMLPAGFRQKDQTQKAATGPFDREHLLMYLEKEALEQKDREDFVPFTGEKKGRVFIPKEKPIETRKEEKVTLDPELEEALASASDTELYDLAAVLGVHNLLNNPKFDEETANNKGGKGPVRNVVKGEKVKPVFEEPPNPTNVEISLQQMKANDPSLQEVNLNNIKNIPIPTLREFAKALETNTHVKKFSLAATRSNDPVAIAFADMLKVNKTLTSLNIESNFITGTGILALVEALKENDTLTEIKIDNQRQQLGTAV.... Result: 1 (interaction). (4) The miRNA is mmu-miR-1970 with sequence UGUGUCACUGGGGAUAGGCUUUG. The protein sequence of the target gene is MVSWIWRRLRGKKRSVMAFCLLMVLSAVAVIHFPPGHPASTPGLNPMEPRGEVGASDPRIQQTLNSSLRQPARNLGHWTGQALPRNPILVCAKKQSRRRQVDRSRHPLSVRRDAILSAQDRELLLEGEVRDAGGAALGQPGHNGLVQETQSKTVTMVVPLTERSHESFQAQRDTAAASFRPWPADGRDPLPGAKNGVLTGGKAGSATSGSEAPWWSSSAEDLQKSPWCGTETPGLAGTAAWGQVPPWFMEHDAQTLRLLVHGKVVGKARVPAHGQVLQVGLSAGDALQDISPLRLSQFCS.... Result: 1 (interaction). (5) The miRNA is hsa-miR-548ag with sequence AAAGGUAAUUGUGGUUUCUGC. The protein sequence of the target gene is MHRPRRRGTRPPLLALLAALLLAARGAAAQETELSVSAELVPTSSWNISSELNKDSYLTLDEPMNNITTSLGQTAELHCKVSGNPPPTIRWFKNDAPVVQEPRRLSFRSTIYGSRLRIRNLDTTDTGYFQCVATNGKEVVSSTGVLFVKFGPPPTASPGYSDEYEEDGFCQPYRGIACARFIGNRTVYMESLHMQGEIENQITAAFTMIGTSSHLSDKCSQFAIPSLCHYAFPYCDETSSVPKPRDLCRDECEILENVLCQTEYIFARSNPMILMRLKLPNCEDLPQPESPEAANCIRIG.... Result: 0 (no interaction). (6) The miRNA is hsa-miR-4703-5p with sequence UAGCAAUACAGUACAAAUAUAGU. The protein sequence of the target gene is MSAQTSPAEKGLNPGLMCQESYACSGTDEAIFECDECCSLQCLRCEEELHRQERLRNHERIRLKPGHVPYCDLCKGLSGHLPGVRQRAIVRCQTCKINLCLECQKRTHSGGNKRRHPVTVYNVSNLQESLEAEEMDEETKRKKMTEKVVSFLLVDENEEIQVTNEEDFIRKLDCKPDQHLKVVSIFGNTGDGKSHTLNHTFFYGREVFKTSPTQESCTVGVWAAYDPVHKVAVIDTEGLLGATVNLSQRTRLLLKVLAISDLVIYRTHADRLHNDLFKFLGDASEAYLKHFTKELKATTA.... Result: 0 (no interaction). (7) The miRNA is hsa-miR-615-3p with sequence UCCGAGCCUGGGUCUCCCUCUU. The protein sequence of the target gene is MVQRMWAEAAGPAGGAEPLFPGSRRSRSVWDAVRLEVGVPDSCPVVLHSFTQLDPDLPRPESSTQEIGEELINGVIYSISLRKVQLHHGGNKGQRWLGYENESALNLYETCKVRTVKAGTLEKLVEHLVPAFQGSDLSYVTIFLCTYRAFTTTQQVLDLLFKRYGRCDALTASSRYGCILPYSDEDGGPQDQLKNAISSILGTWLDQYSEDFCQPPDFPCLKQLVAYVQLNMPGSDLERRAHLLLAQLEHSEPIEAEPEALSPVPALKPTPELELALTPARAPSPVPAPAPEPEPAPTPA.... Result: 1 (interaction).